From a dataset of Full USPTO retrosynthesis dataset with 1.9M reactions from patents (1976-2016). Predict the reactants needed to synthesize the given product. Given the product [Cl:31][C:29]1[CH:28]=[CH:27][C:26]([C:14]2[C:15]3[N:16]=[C:7]([N:1]4[CH2:6][CH2:5][O:4][CH2:3][CH2:2]4)[S:8][C:9]=3[C:10](=[O:21])[NH:11][CH2:12][CH:13]=2)=[C:25]([CH:30]=1)[C:24]([O:23][CH3:22])=[O:33], predict the reactants needed to synthesize it. The reactants are: [N:1]1([C:7]2[S:8][C:9]3[C:10](=[O:21])[NH:11][CH2:12][CH:13]=[C:14]([Sn](C)(C)C)[C:15]=3[N:16]=2)[CH2:6][CH2:5][O:4][CH2:3][CH2:2]1.[CH3:22][O:23][C:24](=[O:33])[C:25]1[CH:30]=[C:29]([Cl:31])[CH:28]=[CH:27][C:26]=1Br.[F-].[Cs+].